Task: Predict which catalyst facilitates the given reaction.. Dataset: Catalyst prediction with 721,799 reactions and 888 catalyst types from USPTO The catalyst class is: 18. Reactant: [CH:1]([C:3]1[CH:8]=[CH:7][C:6]([C:9]2[C:10]3[C:15]([CH:16]=[C:17]4[C:22]=2[CH:21]=[CH:20][CH:19]=[CH:18]4)=[CH:14][CH:13]=[CH:12][CH:11]=3)=[CH:5][CH:4]=1)=[O:2].C1C(=O)N([Br:30])C(=O)C1. Product: [Br:30][C:16]1[C:17]2[C:22]([C:9]([C:6]3[CH:5]=[CH:4][C:3]([CH:1]=[O:2])=[CH:8][CH:7]=3)=[C:10]3[C:15]=1[CH:14]=[CH:13][CH:12]=[CH:11]3)=[CH:21][CH:20]=[CH:19][CH:18]=2.